Predict which catalyst facilitates the given reaction. From a dataset of Catalyst prediction with 721,799 reactions and 888 catalyst types from USPTO. (1) Reactant: [C:1]([O-:4])(=[O:3])[CH3:2].[Na+].[CH3:6][O:7][CH:8]([CH:11]=[CH2:12])[CH2:9]O.C(OC(=O)C)(=O)C.C(=O)(O)[O-].[Na+]. Product: [C:1]([O:4][CH2:9][CH:8]([O:7][CH3:6])[CH:11]=[CH2:12])(=[O:3])[CH3:2]. The catalyst class is: 11. (2) Reactant: [C:1]([NH:4][C@@H:5]1[C@@H:10]([NH2:11])[CH2:9][C:8]([C:12]([O:14][CH2:15][CH3:16])=[O:13])=[CH:7][C@H:6]1[O:17][CH:18]([CH2:21][CH3:22])[CH2:19][CH3:20])(=[O:3])[CH3:2].C(N(CC)CC)C.[C:30](=O)([O:36]C(C)(C)C)[O:31][C:32]([CH3:35])([CH3:34])[CH3:33]. Product: [C:1]([NH:4][C@@H:5]1[C@@H:10]([NH:11][C:30]([O:31][C:32]([CH3:35])([CH3:34])[CH3:33])=[O:36])[CH2:9][C:8]([C:12]([O:14][CH2:15][CH3:16])=[O:13])=[CH:7][C@H:6]1[O:17][CH:18]([CH2:21][CH3:22])[CH2:19][CH3:20])(=[O:3])[CH3:2]. The catalyst class is: 72. (3) The catalyst class is: 2. Reactant: [Br:1][C:2]1[CH:7]=[CH:6][N:5]=[C:4]([NH:8][NH2:9])[CH:3]=1.[CH:10]([N:13]=[C:14]=[O:15])([CH3:12])[CH3:11]. Product: [Br:1][C:2]1[CH:7]=[CH:6][N:5]=[C:4]([NH:8][NH:9][C:14]([NH:13][CH:10]([CH3:12])[CH3:11])=[O:15])[CH:3]=1. (4) Reactant: C(OC(=O)N([CH:19]1[CH2:24][CH2:23][N:22]([C:25](=[O:53])[C@@H:26]([NH:31][C:32](=[O:52])[C@H:33]([CH2:46][CH:47]2[CH2:51][CH2:50][CH2:49][CH2:48]2)[CH2:34][N:35]([O:38]CC2C=CC=CC=2)[CH:36]=[O:37])[C:27]([CH3:30])([CH3:29])[CH3:28])[CH2:21][CH2:20]1)CC1C=CC(C)=CC=1)C1C=CC=CC=1.[H][H].[CH2:57](O)[CH3:58]. Product: [CH:47]1([CH2:46][C@H:33]([CH2:34][N:35]([CH:36]=[O:37])[OH:38])[C:32]([NH:31][C@H:26]([C:25]([N:22]2[CH2:21][CH2:20][CH:19]([CH2:51][C:47]3[CH:48]=[CH:49][C:57]([CH3:58])=[CH:33][CH:46]=3)[CH2:24][CH2:23]2)=[O:53])[C:27]([CH3:28])([CH3:30])[CH3:29])=[O:52])[CH2:48][CH2:49][CH2:50][CH2:51]1. The catalyst class is: 45.